This data is from Full USPTO retrosynthesis dataset with 1.9M reactions from patents (1976-2016). The task is: Predict the reactants needed to synthesize the given product. (1) Given the product [OH:12][C:13]1([C:6]2[S:7][CH:8]=[CH:9][C:10]=2[CH3:11])[CH2:14][CH2:15][N:16]([C:19]([O:21][C:22]([CH3:25])([CH3:24])[CH3:23])=[O:20])[CH2:17][CH2:18]1, predict the reactants needed to synthesize it. The reactants are: CC[Mg+].[Br-].Br[C:6]1[S:7][CH:8]=[CH:9][C:10]=1[CH3:11].[O:12]=[C:13]1[CH2:18][CH2:17][N:16]([C:19]([O:21][C:22]([CH3:25])([CH3:24])[CH3:23])=[O:20])[CH2:15][CH2:14]1.Cl. (2) Given the product [ClH:51].[NH:26]1[CH:27]=[C:23]([C:21]2[CH:20]=[CH:19][C:18]([C:28]3[N:29]=[N:30][C:31]([O:34][CH:35]4[CH2:40][C:39]([CH3:42])([CH3:41])[NH:38][C:37]([CH3:44])([CH3:43])[CH2:36]4)=[CH:32][CH:33]=3)=[C:17]([OH:16])[CH:22]=2)[CH:24]=[N:25]1, predict the reactants needed to synthesize it. The reactants are: C1(O)C=CC=CC=1.C1(S)C=CC=CC=1.C[O:16][C:17]1[CH:22]=[C:21]([C:23]2[CH:24]=[N:25][NH:26][CH:27]=2)[CH:20]=[CH:19][C:18]=1[C:28]1[N:29]=[N:30][C:31]([O:34][CH:35]2[CH2:40][C:39]([CH3:42])([CH3:41])[NH:38][C:37]([CH3:44])([CH3:43])[CH2:36]2)=[CH:32][CH:33]=1.C([O-])([O-])=O.[K+].[K+].[ClH:51].O1CCOCC1. (3) Given the product [Cl:3][C:4]1[CH:5]=[C:6]([C:14]2[O:18][N:17]=[C:16]([C:19]3[C:20]([CH3:32])=[C:21]([CH2:25][C@@H:26]([CH3:31])[C:27]([OH:29])=[O:28])[CH:22]=[CH:23][CH:24]=3)[N:15]=2)[CH:7]=[N:8][C:9]=1[O:10][CH:11]([CH3:12])[CH3:13], predict the reactants needed to synthesize it. The reactants are: [OH-].[Na+].[Cl:3][C:4]1[CH:5]=[C:6]([C:14]2[O:18][N:17]=[C:16]([C:19]3[C:20]([CH3:32])=[C:21]([CH2:25][C@@H:26]([CH3:31])[C:27]([O:29]C)=[O:28])[CH:22]=[CH:23][CH:24]=3)[N:15]=2)[CH:7]=[N:8][C:9]=1[O:10][CH:11]([CH3:13])[CH3:12].Cl. (4) The reactants are: [CH:1]([O:4][C:5]1[CH:10]=[CH:9][C:8]([S:11]([NH2:14])(=[O:13])=[O:12])=[CH:7][C:6]=1[N:15]=[C:16]=[S:17])([CH3:3])[CH3:2].[NH3:18]. Given the product [CH:1]([O:4][C:5]1[CH:10]=[CH:9][C:8]([S:11]([NH2:14])(=[O:13])=[O:12])=[CH:7][C:6]=1[NH:15][C:16]([NH2:18])=[S:17])([CH3:3])[CH3:2], predict the reactants needed to synthesize it. (5) Given the product [CH3:1][O:2][C:3]1[CH:11]=[C:10]2[C:6]([CH:7]=[CH:8][CH:9]2[C:13]2[CH:18]=[CH:17][CH:16]=[CH:15][C:14]=2[CH3:19])=[CH:5][CH:4]=1, predict the reactants needed to synthesize it. The reactants are: [CH3:1][O:2][C:3]1[CH:11]=[C:10]2[C:6]([CH2:7][CH2:8][C:9]2([C:13]2[CH:18]=[CH:17][CH:16]=[CH:15][C:14]=2[CH3:19])O)=[CH:5][CH:4]=1.COC1C=C2C(CCC2(C2C=CC=CC=2)O)=CC=1. (6) Given the product [Cl:15][C:16]1[CH:24]=[CH:23][C:19]([CH2:20][CH2:21][C@H:7]2[C:6]([O:9][CH3:10])=[N:5][C@H:4]([CH:11]([CH3:13])[CH3:12])[C:3]([O:2][CH3:1])=[N:8]2)=[CH:18][CH:17]=1, predict the reactants needed to synthesize it. The reactants are: [CH3:1][O:2][C:3]1[C@@H:4]([CH:11]([CH3:13])[CH3:12])[N:5]=[C:6]([O:9][CH3:10])[CH2:7][N:8]=1.[Li].[Cl:15][C:16]1[CH:24]=[CH:23][C:19]([CH2:20][CH2:21]Br)=[CH:18][CH:17]=1. (7) Given the product [CH:23]([C:2]1[C:10]2[C:5](=[CH:6][C:7]([C@H:11]3[C@@:13]4([C:21]5[C:16](=[CH:17][CH:18]=[CH:19][CH:20]=5)[NH:15][C:14]4=[O:22])[CH2:12]3)=[CH:8][CH:9]=2)[NH:4][N:3]=1)=[CH2:24], predict the reactants needed to synthesize it. The reactants are: I[C:2]1[C:10]2[C:5](=[CH:6][C:7]([C@H:11]3[C@@:13]4([C:21]5[C:16](=[CH:17][CH:18]=[CH:19][CH:20]=5)[NH:15][C:14]4=[O:22])[CH2:12]3)=[CH:8][CH:9]=2)[NH:4][N:3]=1.[CH3:23][C:24]1(C)C(C)(C)OB(C=C)O1.C([O-])([O-])=O.[Na+].[Na+].